Dataset: Blood-brain barrier permeability classification from the B3DB database. Task: Regression/Classification. Given a drug SMILES string, predict its absorption, distribution, metabolism, or excretion properties. Task type varies by dataset: regression for continuous measurements (e.g., permeability, clearance, half-life) or binary classification for categorical outcomes (e.g., BBB penetration, CYP inhibition). Dataset: b3db_classification. (1) The compound is O=C(O)COCCN1CCN([C@@H](c2ccccc2)c2ccc(Cl)cc2)CC1. The result is 0 (does not penetrate BBB). (2) The molecule is O=C1CN(O)C(c2ccccc2)=c2cc(Cl)ccc2=N1. The result is 1 (penetrates BBB).